From a dataset of Experimental lipophilicity measurements (octanol/water distribution) for 4,200 compounds from AstraZeneca. Regression/Classification. Given a drug SMILES string, predict its absorption, distribution, metabolism, or excretion properties. Task type varies by dataset: regression for continuous measurements (e.g., permeability, clearance, half-life) or binary classification for categorical outcomes (e.g., BBB penetration, CYP inhibition). For this dataset (lipophilicity_astrazeneca), we predict Y. (1) The molecule is Cc1ccc(C[C@@H](C(=O)O)N2CCC(CN3CCC(Oc4ccc(Cl)c(Cl)c4)CC3)CC2)cc1. The Y is 3.01 logD. (2) The drug is COc1ccc2ncc(=O)n(CCN3CCC(NCc4cc5c(cn4)OCCO5)CC3)c2c1. The Y is 0.930 logD.